Dataset: Catalyst prediction with 721,799 reactions and 888 catalyst types from USPTO. Task: Predict which catalyst facilitates the given reaction. (1) Reactant: [C:1]([C:3]1[CH:8]=[CH:7][N:6]=[C:5]([N:9]2[C:16]3[C@@H:15]4[CH2:17][C@@H:14]4[CH2:13][C:12]=3[C:11]([C:18](O)=[O:19])=[N:10]2)[CH:4]=1)#[N:2].[NH2:21][C:22]([CH3:27])([CH2:25][OH:26])[CH2:23][OH:24].C(N(CC)CC)C.CN(C(ON1N=NC2C=CC=NC1=2)=[N+](C)C)C.F[P-](F)(F)(F)(F)F. Product: [OH:24][CH2:23][C:22]([NH:21][C:18]([C:11]1[C:12]2[CH2:13][C@H:14]3[CH2:17][C@H:15]3[C:16]=2[N:9]([C:5]2[CH:4]=[C:3]([C:1]#[N:2])[CH:8]=[CH:7][N:6]=2)[N:10]=1)=[O:19])([CH2:25][OH:26])[CH3:27]. The catalyst class is: 3. (2) Reactant: [Cl:1][C:2]1[CH:7]=[CH:6][C:5]([NH2:8])=[CH:4][CH:3]=1.N1C=CC=CC=1.[Br:15][CH2:16][C:17](Br)=[O:18]. Product: [Br:15][CH2:16][C:17]([NH:8][C:5]1[CH:6]=[CH:7][C:2]([Cl:1])=[CH:3][CH:4]=1)=[O:18]. The catalyst class is: 11. (3) Reactant: [CH3:1][CH:2]1[NH:7][CH2:6][CH2:5][N:4]([C:8]([O:10][C:11]([CH3:14])([CH3:13])[CH3:12])=[O:9])[CH2:3]1.C([O-])([O-])=O.[K+].[K+].[CH2:21](Br)[C:22]1[CH:27]=[CH:26][CH:25]=[CH:24][CH:23]=1.C([O-])(O)=O.[Na+]. Product: [CH2:21]([N:7]1[CH2:6][CH2:5][N:4]([C:8]([O:10][C:11]([CH3:13])([CH3:12])[CH3:14])=[O:9])[CH2:3][CH:2]1[CH3:1])[C:22]1[CH:27]=[CH:26][CH:25]=[CH:24][CH:23]=1. The catalyst class is: 9. (4) Reactant: [N:1]1[N:5]2[CH:6]=[CH:7][CH:8]=[CH:9][C:4]2=[CH:3][C:2]=1[C:10]1[CH:11]=[C:12]([C:16]([OH:19])([CH3:18])[CH3:17])[CH:13]=[N:14][CH:15]=1.[Cl:20]N1C(=O)CCC1=O. Product: [Cl:20][C:3]1[C:2]([C:10]2[CH:11]=[C:12]([C:16]([OH:19])([CH3:17])[CH3:18])[CH:13]=[N:14][CH:15]=2)=[N:1][N:5]2[CH:6]=[CH:7][CH:8]=[CH:9][C:4]=12. The catalyst class is: 10. (5) Reactant: [Br:1][C:2]1[N:3]([C:8]2[CH:13]=[C:12]([C:14]([F:17])([F:16])[F:15])[CH:11]=[C:10](F)[C:9]=2[N+:19]([O-:21])=[O:20])[CH:4]=[C:5]([CH3:7])[N:6]=1.[CH3:22][O-:23].[Na+].CO.O. The catalyst class is: 5. Product: [Br:1][C:2]1[N:3]([C:8]2[CH:13]=[C:12]([C:14]([F:17])([F:16])[F:15])[CH:11]=[C:10]([O:23][CH3:22])[C:9]=2[N+:19]([O-:21])=[O:20])[CH:4]=[C:5]([CH3:7])[N:6]=1. (6) Product: [NH2:34][C:32]1[S:33][C:29]([S:26]([N:6]2[CH2:7][CH2:8][N:9]([C:10]3[CH:11]=[CH:12][C:13]([C:16]([OH:25])([C:17]([F:19])([F:20])[F:18])[C:21]([F:23])([F:24])[F:22])=[CH:14][CH:15]=3)[CH:4]([C:1]#[C:2][CH3:3])[CH2:5]2)(=[O:27])=[O:28])=[N:30][N:31]=1. Reactant: [C:1]([CH:4]1[N:9]([C:10]2[CH:15]=[CH:14][C:13]([C:16]([OH:25])([C:21]([F:24])([F:23])[F:22])[C:17]([F:20])([F:19])[F:18])=[CH:12][CH:11]=2)[CH2:8][CH2:7][N:6]([S:26]([C:29]2[S:33][C:32]([NH:34]C(=O)C)=[N:31][N:30]=2)(=[O:28])=[O:27])[CH2:5]1)#[C:2][CH3:3].Cl.O1CCOCC1. The catalyst class is: 5.